The task is: Regression. Given two drug SMILES strings and cell line genomic features, predict the synergy score measuring deviation from expected non-interaction effect.. This data is from NCI-60 drug combinations with 297,098 pairs across 59 cell lines. (1) Drug 1: C1=NC2=C(N=C(N=C2N1C3C(C(C(O3)CO)O)O)F)N. Drug 2: N.N.Cl[Pt+2]Cl. Cell line: SF-295. Synergy scores: CSS=26.5, Synergy_ZIP=-2.11, Synergy_Bliss=-3.28, Synergy_Loewe=-14.7, Synergy_HSA=-2.85. (2) Drug 1: CN(C)C1=NC(=NC(=N1)N(C)C)N(C)C. Drug 2: C1=NNC2=C1C(=O)NC=N2. Cell line: MDA-MB-435. Synergy scores: CSS=-1.05, Synergy_ZIP=2.20, Synergy_Bliss=1.37, Synergy_Loewe=-4.05, Synergy_HSA=-3.45. (3) Drug 1: CN1CCC(CC1)COC2=C(C=C3C(=C2)N=CN=C3NC4=C(C=C(C=C4)Br)F)OC. Drug 2: CCC1=C2CN3C(=CC4=C(C3=O)COC(=O)C4(CC)O)C2=NC5=C1C=C(C=C5)O. Cell line: SF-539. Synergy scores: CSS=33.1, Synergy_ZIP=-2.36, Synergy_Bliss=-1.17, Synergy_Loewe=-20.0, Synergy_HSA=-0.120. (4) Drug 1: CCN(CC)CCCC(C)NC1=C2C=C(C=CC2=NC3=C1C=CC(=C3)Cl)OC. Drug 2: CC1C(C(CC(O1)OC2CC(CC3=C2C(=C4C(=C3O)C(=O)C5=C(C4=O)C(=CC=C5)OC)O)(C(=O)CO)O)N)O.Cl. Cell line: OVCAR-5. Synergy scores: CSS=28.8, Synergy_ZIP=-7.00, Synergy_Bliss=-10.4, Synergy_Loewe=-9.60, Synergy_HSA=-8.26. (5) Drug 1: C(CC(=O)O)C(=O)CN.Cl. Drug 2: C1CC(=O)NC(=O)C1N2C(=O)C3=CC=CC=C3C2=O. Cell line: OVCAR-8. Synergy scores: CSS=-7.91, Synergy_ZIP=6.12, Synergy_Bliss=4.73, Synergy_Loewe=-4.62, Synergy_HSA=-4.70.